This data is from Full USPTO retrosynthesis dataset with 1.9M reactions from patents (1976-2016). The task is: Predict the reactants needed to synthesize the given product. Given the product [CH3:21][C@H:17]([N:14]1[CH2:15][CH2:16][C@H:12]([NH:11][C:9](=[O:10])[O:8][CH2:1][C:2]2[CH:3]=[CH:4][CH:5]=[CH:6][CH:7]=2)[C:13]1=[O:22])[C:18]([N:54]1[CH2:59][CH2:58][O:57][CH2:56][CH2:55]1)=[O:20], predict the reactants needed to synthesize it. The reactants are: [CH2:1]([O:8][C:9]([NH:11][C@H:12]1[CH2:16][CH2:15][N:14]([C@@H:17]([CH3:21])[C:18]([OH:20])=O)[C:13]1=[O:22])=[O:10])[C:2]1[CH:7]=[CH:6][CH:5]=[CH:4][CH:3]=1.CN(C(ON1N=NC2C=CC=CC1=2)=[N+](C)C)C.[B-](F)(F)(F)F.C(N(CC)C(C)C)(C)C.[NH:54]1[CH2:59][CH2:58][O:57][CH2:56][CH2:55]1.[Cl-].[NH4+].